This data is from Catalyst prediction with 721,799 reactions and 888 catalyst types from USPTO. The task is: Predict which catalyst facilitates the given reaction. (1) Reactant: [C:1]([O:5][C:6](=[O:31])[C@@H:7]([NH:14][CH2:15][CH:16]1[CH2:21][CH2:20][CH:19]([CH2:22][NH:23]C(OC(C)(C)C)=O)[CH2:18][CH2:17]1)[C:8]1[CH:13]=[CH:12][CH:11]=[CH:10][CH:9]=1)([CH3:4])([CH3:3])[CH3:2].[CH2:32]([O:36][CH:37]([O:39][NH:40][C:41]([C:43]1[S:47][C:46]2[CH:48]=[C:49]([CH:52]=O)[CH:50]=[CH:51][C:45]=2[CH:44]=1)=[O:42])[CH3:38])[CH:33]([CH3:35])[CH3:34].C(O)(=O)C.C(O[BH-](OC(=O)C)OC(=O)C)(=O)C.[Na+].C([O-])(O)=O.[Na+]. Product: [C:1]([O:5][C:6](=[O:31])[C@@H:7]([NH:14][CH2:15][CH:16]1[CH2:17][CH2:18][CH:19]([CH2:22][NH:23][CH2:52][C:49]2[CH:50]=[CH:51][C:45]3[CH:44]=[C:43]([C:41](=[O:42])[NH:40][O:39][CH:37]([O:36][CH2:32][CH:33]([CH3:34])[CH3:35])[CH3:38])[S:47][C:46]=3[CH:48]=2)[CH2:20][CH2:21]1)[C:8]1[CH:13]=[CH:12][CH:11]=[CH:10][CH:9]=1)([CH3:4])([CH3:2])[CH3:3]. The catalyst class is: 279. (2) Reactant: Cl[C:2]1[CH:11]=[N:10][C:9]2[C:4](=[C:5]([CH3:13])[C:6]([F:12])=[CH:7][CH:8]=2)[N:3]=1.[CH3:14][O-:15].[Na+]. The catalyst class is: 5. Product: [F:12][C:6]1[C:5]([CH3:13])=[C:4]2[C:9]([N:10]=[CH:11][C:2]([O:15][CH3:14])=[N:3]2)=[CH:8][CH:7]=1. (3) Reactant: [NH2:1][C:2]1[CH:10]=[CH:9][C:5]([C:6]([NH2:8])=[O:7])=[CH:4][N:3]=1.[Cl:11][C:12]1[CH:21]=[CH:20][C:15]([C:16](=O)[CH2:17]Br)=[CH:14][CH:13]=1.[OH-].[Na+]. Product: [Cl:11][C:12]1[CH:21]=[CH:20][C:15]([C:16]2[N:1]=[C:2]3[CH:10]=[CH:9][C:5]([C:6]([NH2:8])=[O:7])=[CH:4][N:3]3[CH:17]=2)=[CH:14][CH:13]=1. The catalyst class is: 8. (4) Reactant: [Cl:1][C:2]1[C:3]2[C:10]3[CH2:11][CH2:12][C:13]4([CH2:18][C:9]=3[S:8][C:4]=2[N:5]=[CH:6][N:7]=1)[O:17][CH2:16][CH2:15][O:14]4.[Cl:19][C:20]1[CH:21]=[C:22]([NH2:34])[CH:23]=[CH:24][C:25]=1[O:26][CH2:27][C:28]1[CH:33]=[CH:32][CH:31]=[CH:30][N:29]=1.Cl. Product: [ClH:1].[Cl:19][C:20]1[CH:21]=[C:22]([NH:34][C:2]2[C:3]3[C:10]4[CH2:11][CH2:12][C:13]5([CH2:18][C:9]=4[S:8][C:4]=3[N:5]=[CH:6][N:7]=2)[O:17][CH2:16][CH2:15][O:14]5)[CH:23]=[CH:24][C:25]=1[O:26][CH2:27][C:28]1[CH:33]=[CH:32][CH:31]=[CH:30][N:29]=1. The catalyst class is: 8. (5) Reactant: [CH2:1]([N:5]([CH2:22][CH2:23][CH2:24][CH3:25])[C:6]1[CH:11]=[CH:10][C:9]([CH:12]=[CH:13][C:14]2[CH:21]=[CH:20][C:17]([CH:18]=O)=[CH:16][CH:15]=2)=[CH:8][CH:7]=1)[CH2:2][CH2:3][CH3:4].[C:26]([C:28]1[C:29](=[C:36]([C:39]#[N:40])[C:37]#[N:38])[O:30][C:31]([CH3:35])([CH3:34])[C:32]=1[CH3:33])#[N:27].C([O-])(=O)C.[NH4+]. Product: [CH2:22]([N:5]([CH2:1][CH2:2][CH2:3][CH3:4])[C:6]1[CH:11]=[CH:10][C:9]([CH:12]=[CH:13][C:14]2[CH:21]=[CH:20][C:17]([CH:18]=[CH:33][C:32]3[C:31]([CH3:34])([CH3:35])[O:30][C:29](=[C:36]([C:37]#[N:38])[C:39]#[N:40])[C:28]=3[C:26]#[N:27])=[CH:16][CH:15]=2)=[CH:8][CH:7]=1)[CH2:23][CH2:24][CH3:25]. The catalyst class is: 199.